This data is from Reaction yield outcomes from USPTO patents with 853,638 reactions. The task is: Predict the reaction yield, written as a fraction of the theoretical maximum amount of product (1.0 means a 100% yield; for example, 0.34 means a 34% yield). (1) The reactants are [CH3:1][C:2]([CH2:4][C:5]([NH2:8])([CH3:7])[CH3:6])=[O:3].C(O)(C(O)=O)=O.O=[CH:16][CH2:17][CH2:18][C:19]([O:21][CH3:22])=[O:20]. The catalyst is CO. The product is [CH3:6][C:5]1([CH3:7])[NH:8][CH:16]([CH2:17][CH2:18][C:19]([O:21][CH3:22])=[O:20])[CH2:1][C:2](=[O:3])[CH2:4]1. The yield is 0.370. (2) The reactants are [CH2:1]([N:8]1[CH:12]=[CH:11][N:10]=[C:9]1[CH:13](O)[CH:14]([CH2:17][CH3:18])[CH2:15][CH3:16])[C:2]1[CH:7]=[CH:6][CH:5]=[CH:4][CH:3]=1.C1(P(C2C=CC=CC=2)C2C=CC=CC=2)C=CC=CC=1.N(C(OCC)=O)=NC(OCC)=O.C1(P([N:65]=[N+:66]=[N-:67])(C2C=CC=CC=2)=O)C=CC=CC=1. The catalyst is C1COCC1.CCOC(C)=O. The product is [N:65]([CH:13]([C:9]1[N:8]([CH2:1][C:2]2[CH:7]=[CH:6][CH:5]=[CH:4][CH:3]=2)[CH:12]=[CH:11][N:10]=1)[CH:14]([CH2:17][CH3:18])[CH2:15][CH3:16])=[N+:66]=[N-:67]. The yield is 0.300. (3) The reactants are C[O:2][C:3]([C:5]1[S:6][C:7]([C:27]2[CH:32]=[CH:31][CH:30]=[C:29]([F:33])[CH:28]=2)=[CH:8][C:9]=1[N:10]([C:14]([CH:16]1[CH2:21][CH2:20][CH:19]([CH3:22])[CH2:18][CH:17]1[O:23]C(=O)C)=[O:15])[CH:11]([CH3:13])[CH3:12])=[O:4].O[Li].O. The catalyst is C1COCC1.CO.O. The product is [F:33][C:29]1[CH:28]=[C:27]([C:7]2[S:6][C:5]([C:3]([OH:4])=[O:2])=[C:9]([N:10]([C:14]([CH:16]3[CH2:21][CH2:20][CH:19]([CH3:22])[CH2:18][CH:17]3[OH:23])=[O:15])[CH:11]([CH3:12])[CH3:13])[CH:8]=2)[CH:32]=[CH:31][CH:30]=1. The yield is 0.580. (4) The reactants are [NH2:1][C:2]1[CH:7]=[CH:6][C:5]([C:8]2[S:9][C:10]3[CH:16]=[C:15]([O:17]C)[CH:14]=[CH:13][C:11]=3[N:12]=2)=[CH:4][C:3]=1[I:19].B(Br)(Br)Br. The catalyst is C(Cl)Cl. The product is [I:19][C:3]1[CH:4]=[C:5]([C:8]2[S:9][C:10]3[CH:16]=[C:15]([OH:17])[CH:14]=[CH:13][C:11]=3[N:12]=2)[CH:6]=[CH:7][C:2]=1[NH2:1]. The yield is 0.580. (5) The reactants are [C:1]1([C:6]2[O:7][C:8]3[CH:18]=[C:17]([N:19]([CH3:24])[S:20]([CH3:23])(=[O:22])=[O:21])[C:16](B4OC(C)(C)C(C)(C)O4)=[CH:15][C:9]=3[C:10]=2[C:11]([NH:13][CH3:14])=[O:12])[CH2:5][CH2:4][CH2:3][CH:2]=1.Cl[C:35]1[CH:36]=[CH:37][C:38]2[O:50][CH2:49][N:41]3[C:42]4[CH:43]=[CH:44][CH:45]=[CH:46][C:47]=4[CH:48]=[C:40]3[C:39]=2[N:51]=1.[O-]P([O-])([O-])=O.[K+].[K+].[K+].CC(C1C=C(C(C)C)C(C2C=CC=CC=2P(C2CCCCC2)C2CCCCC2)=C(C(C)C)C=1)C. The catalyst is O1CCOCC1.O. The product is [C:1]1([C:6]2[O:7][C:8]3[CH:18]=[C:17]([N:19]([CH3:24])[S:20]([CH3:23])(=[O:22])=[O:21])[C:16]([C:35]4[CH:36]=[CH:37][C:38]5[O:50][CH2:49][N:41]6[C:42]7[CH:43]=[CH:44][CH:45]=[CH:46][C:47]=7[CH:48]=[C:40]6[C:39]=5[N:51]=4)=[CH:15][C:9]=3[C:10]=2[C:11]([NH:13][CH3:14])=[O:12])[CH2:5][CH2:4][CH2:3][CH:2]=1. The yield is 0.230. (6) The reactants are Br.[CH3:2][O:3][C:4]1[CH:9]=[CH:8][C:7]([C:10](=O)[CH2:11][S:12][C:13](=[NH:15])[CH3:14])=[CH:6][CH:5]=1. The catalyst is CO.C([O-])(O)=O.[Na+].[Cl-].[Zn+2].[Cl-]. The product is [CH3:2][O:3][C:4]1[CH:9]=[CH:8][C:7]([C:10]2[N:15]=[C:13]([CH3:14])[S:12][CH:11]=2)=[CH:6][CH:5]=1. The yield is 0.920. (7) The reactants are C([Li])CCC.[CH3:6][O:7][C:8]1[CH:16]=[C:15]([O:17][CH3:18])[CH:14]=[C:13]([CH3:19])[C:9]=1[C:10]([NH2:12])=[O:11].[CH3:20][N:21]([CH3:35])[CH2:22][CH2:23][O:24][C:25]1[C:32]([CH3:33])=[CH:31][C:28]([C:29]#N)=[CH:27][C:26]=1[CH3:34]. The catalyst is C1COCC1. The product is [CH3:20][N:21]([CH3:35])[CH2:22][CH2:23][O:24][C:25]1[C:32]([CH3:33])=[CH:31][C:28]([C:29]2[NH:12][C:10](=[O:11])[C:9]3[C:13]([CH:19]=2)=[CH:14][C:15]([O:17][CH3:18])=[CH:16][C:8]=3[O:7][CH3:6])=[CH:27][C:26]=1[CH3:34]. The yield is 0.0800. (8) The reactants are [C:1]([O:5][C:6]([N:8]1[C:13]2[CH:14]=[C:15]([Cl:21])[C:16]([N:18]([CH3:20])[CH3:19])=[CH:17][C:12]=2[O:11][CH:10]([C:22](O)=[O:23])[CH2:9]1)=[O:7])([CH3:4])([CH3:3])[CH3:2].[CH2:25]([O:27][C:28]([C:30]1([CH2:36][C:37]2[CH:42]=[CH:41][C:40]([F:43])=[CH:39][CH:38]=2)[CH2:35][CH2:34][NH:33][CH2:32][CH2:31]1)=[O:29])[CH3:26].CCN=C=NCCCN(C)C.C1C=CC2N(O)N=NC=2C=1.CCN(C(C)C)C(C)C. The catalyst is CN(C=O)C.O. The product is [C:1]([O:5][C:6]([N:8]1[C:13]2[CH:14]=[C:15]([Cl:21])[C:16]([N:18]([CH3:20])[CH3:19])=[CH:17][C:12]=2[O:11][CH:10]([C:22]([N:33]2[CH2:32][CH2:31][C:30]([C:28]([O:27][CH2:25][CH3:26])=[O:29])([CH2:36][C:37]3[CH:42]=[CH:41][C:40]([F:43])=[CH:39][CH:38]=3)[CH2:35][CH2:34]2)=[O:23])[CH2:9]1)=[O:7])([CH3:2])([CH3:3])[CH3:4]. The yield is 0.691.